The task is: Predict the reactants needed to synthesize the given product.. This data is from Full USPTO retrosynthesis dataset with 1.9M reactions from patents (1976-2016). (1) Given the product [CH2:13]([C:10]1[C:11](=[O:12])[N:6]2[N:5]=[CH:4][C:3]([C:1]#[N:2])=[C:7]2[NH:8][C:9]=1[C:15]1[O:17][C:18]([CH3:19])=[N:21][N:22]=1)[CH3:14], predict the reactants needed to synthesize it. The reactants are: [C:1]([C:3]1[CH:4]=[N:5][N:6]2[C:11](=[O:12])[C:10]([CH2:13][CH3:14])=[C:9]([C:15]([OH:17])=O)[NH:8][C:7]=12)#[N:2].[C:18]([NH:21][NH2:22])(=O)[CH3:19].[Cl-].ClC1N(C)C=C[N+]=1C.CCN(C(C)C)C(C)C. (2) Given the product [C:1]([C:5]1[CH:6]=[C:7]2[C:17]([CH:11]([OH:16])[CH2:10][CH2:9][O:8]2)=[CH:18][CH:19]=1)([CH3:2])([CH3:3])[CH3:4], predict the reactants needed to synthesize it. The reactants are: [C:1]([C:5]1[CH:6]=[C:7]([CH:17]=[CH:18][CH:19]=1)[O:8][CH2:9][CH2:10][CH:11]1[O:16]CCCO1)([CH3:4])([CH3:3])[CH3:2].Cl.